From a dataset of Reaction yield outcomes from USPTO patents with 853,638 reactions. Predict the reaction yield, written as a fraction of the theoretical maximum amount of product (1.0 means a 100% yield; for example, 0.34 means a 34% yield). The product is [NH2:17][C:15]1[CH:14]=[CH:13][C:10]([C:11]#[N:12])=[C:9]([CH3:8])[CH:16]=1. The yield is 0.940. The reactants are O.O.[Sn](Cl)(Cl)(Cl)Cl.[CH3:8][C:9]1[CH:16]=[C:15]([N+:17]([O-])=O)[CH:14]=[CH:13][C:10]=1[C:11]#[N:12]. The catalyst is C(O)C.